From a dataset of Reaction yield outcomes from USPTO patents with 853,638 reactions. Predict the reaction yield, written as a fraction of the theoretical maximum amount of product (1.0 means a 100% yield; for example, 0.34 means a 34% yield). (1) The catalyst is C1COCC1.C(Cl)Cl. The reactants are FC(F)(F)C(O)=O.[CH:8]([N:11]1[C:15]([C:16]2[N:25]=[C:24]3[N:18]([CH2:19][CH2:20][O:21][C:22]4[CH:29]=[C:28]([CH:30]5[CH2:35][CH2:34][NH:33][CH2:32][CH2:31]5)[CH:27]=[CH:26][C:23]=43)[CH:17]=2)=[N:14][CH:13]=[N:12]1)([CH3:10])[CH3:9].C(=O)([O-])[O-].[K+].[K+].[C:42]([NH:46][C:47](=[O:50])[CH2:48]Cl)([CH3:45])([CH3:44])[CH3:43]. The product is [C:42]([NH:46][C:47](=[O:50])[CH2:48][N:33]1[CH2:34][CH2:35][CH:30]([C:28]2[CH:27]=[CH:26][C:23]3[C:24]4[N:18]([CH:17]=[C:16]([C:15]5[N:11]([CH:8]([CH3:10])[CH3:9])[N:12]=[CH:13][N:14]=5)[N:25]=4)[CH2:19][CH2:20][O:21][C:22]=3[CH:29]=2)[CH2:31][CH2:32]1)([CH3:45])([CH3:44])[CH3:43]. The yield is 0.560. (2) The reactants are C([O:3][C:4](=[O:22])[C:5]1[CH:10]=[CH:9][CH:8]=[C:7]([O:11][C:12]2[CH:17]=[CH:16][C:15]([F:18])=[CH:14][C:13]=2[N+:19]([O-:21])=[O:20])[CH:6]=1)C.C1COCC1.O.O.[OH-].[Li+].Cl. The catalyst is O. The product is [F:18][C:15]1[CH:16]=[CH:17][C:12]([O:11][C:7]2[CH:6]=[C:5]([CH:10]=[CH:9][CH:8]=2)[C:4]([OH:22])=[O:3])=[C:13]([N+:19]([O-:21])=[O:20])[CH:14]=1. The yield is 0.970. (3) The product is [CH3:26][O:25][C:22]1[CH:21]=[CH:20][C:19]([CH2:18][O:17][C:12]2[CH:13]=[CH:14][CH:15]=[CH:16][C:11]=2[C:3]2[N:10]=[CH:9][CH:6]=[CH:5][C:4]=2[C:30]#[N:28])=[CH:24][CH:23]=1. The reactants are CN(C)/[C:3](/[C:11]1[CH:16]=[CH:15][CH:14]=[CH:13][C:12]=1[O:17][CH2:18][C:19]1[CH:24]=[CH:23][C:22]([O:25][CH3:26])=[CH:21][CH:20]=1)=[CH:4]\[CH:5]=[C:6]([C:9]#[N:10])C#N.[NH3:28].O.[CH3:30]O. No catalyst specified. The yield is 0.0430.